From a dataset of NCI-60 drug combinations with 297,098 pairs across 59 cell lines. Regression. Given two drug SMILES strings and cell line genomic features, predict the synergy score measuring deviation from expected non-interaction effect. (1) Drug 1: CC1=C(C=C(C=C1)NC2=NC=CC(=N2)N(C)C3=CC4=NN(C(=C4C=C3)C)C)S(=O)(=O)N.Cl. Drug 2: C(CN)CNCCSP(=O)(O)O. Cell line: OVCAR-5. Synergy scores: CSS=-1.05, Synergy_ZIP=1.20, Synergy_Bliss=1.71, Synergy_Loewe=-0.167, Synergy_HSA=-0.326. (2) Drug 1: CC1=CC2C(CCC3(C2CCC3(C(=O)C)OC(=O)C)C)C4(C1=CC(=O)CC4)C. Drug 2: C#CCC(CC1=CN=C2C(=N1)C(=NC(=N2)N)N)C3=CC=C(C=C3)C(=O)NC(CCC(=O)O)C(=O)O. Cell line: HCT-15. Synergy scores: CSS=4.20, Synergy_ZIP=0.351, Synergy_Bliss=7.47, Synergy_Loewe=6.22, Synergy_HSA=5.91.